From a dataset of Peptide-MHC class I binding affinity with 185,985 pairs from IEDB/IMGT. Regression. Given a peptide amino acid sequence and an MHC pseudo amino acid sequence, predict their binding affinity value. This is MHC class I binding data. (1) The peptide sequence is GEEVQVIAV. The MHC is HLA-B40:01 with pseudo-sequence HLA-B40:01. The binding affinity (normalized) is 0.770. (2) The binding affinity (normalized) is 0.790. The peptide sequence is MADQAMTQMY. The MHC is HLA-A29:02 with pseudo-sequence HLA-A29:02. (3) The peptide sequence is ILMKTANNY. The MHC is HLA-A03:01 with pseudo-sequence HLA-A03:01. The binding affinity (normalized) is 0.465. (4) The peptide sequence is FSSQLGLFY. The MHC is HLA-B27:05 with pseudo-sequence HLA-B27:05. The binding affinity (normalized) is 0.213. (5) The peptide sequence is AVGVVCTGL. The MHC is HLA-B15:17 with pseudo-sequence HLA-B15:17. The binding affinity (normalized) is 0.0847.